The task is: Predict the reactants needed to synthesize the given product.. This data is from Full USPTO retrosynthesis dataset with 1.9M reactions from patents (1976-2016). (1) Given the product [NH:26]1[C:30]2[CH:31]=[C:32]([N:35]3[CH:39]([C:40]4[CH:45]=[CH:44][CH:43]=[C:42]([F:46])[C:41]=4[F:47])[C:38]([C:48]4[CH:53]=[CH:52][CH:51]=[CH:50][CH:49]=4)=[C:37]([O:54][CH3:3])[C:36]3=[O:55])[CH:33]=[CH:34][C:29]=2[N:28]=[CH:27]1, predict the reactants needed to synthesize it. The reactants are: [OH-].[K+].[CH3:3]C1C=CC(S(N(N=O)C)(=O)=O)=CC=1.C(O)CO.CCOCC.[NH:26]1[C:30]2[CH:31]=[C:32]([N:35]3[CH:39]([C:40]4[CH:45]=[CH:44][CH:43]=[C:42]([F:46])[C:41]=4[F:47])[C:38]([C:48]4[CH:53]=[CH:52][CH:51]=[CH:50][CH:49]=4)=[C:37]([OH:54])[C:36]3=[O:55])[CH:33]=[CH:34][C:29]=2[N:28]=[CH:27]1. (2) Given the product [Cl:1][C:2]1[CH:3]=[C:4]([C:9]2([C:22]([F:23])([F:25])[F:24])[O:13][N:12]=[C:11]([C:14]3[CH:15]=[CH:16][C:17]([CH3:21])=[C:18]([NH:19][C:26](=[O:31])[CH2:27][CH:28]([CH3:30])[CH3:29])[CH:20]=3)[CH2:10]2)[CH:5]=[C:6]([Cl:8])[CH:7]=1, predict the reactants needed to synthesize it. The reactants are: [Cl:1][C:2]1[CH:3]=[C:4]([C:9]2([C:22]([F:25])([F:24])[F:23])[O:13][N:12]=[C:11]([C:14]3[CH:15]=[CH:16][C:17]([CH3:21])=[C:18]([CH:20]=3)[NH2:19])[CH2:10]2)[CH:5]=[C:6]([Cl:8])[CH:7]=1.[C:26](O)(=[O:31])[CH2:27][CH:28]([CH3:30])[CH3:29].Cl.C(N(CC)CCCN=C=NCC)C.C(=O)([O-])O.[Na+].